Predict the reactants needed to synthesize the given product. From a dataset of Full USPTO retrosynthesis dataset with 1.9M reactions from patents (1976-2016). (1) Given the product [C:33]([O:32][C:30]([NH:29][C@@H:10]([CH2:11][CH2:12][C:13]1[N:17]([CH2:18][CH2:19][CH2:20][CH2:21][CH3:22])[C:16]2[CH:23]=[C:24]([Cl:28])[C:25]([Cl:27])=[CH:26][C:15]=2[N:14]=1)[C:9]([OH:37])=[O:8])=[O:31])([CH3:34])([CH3:35])[CH3:36], predict the reactants needed to synthesize it. The reactants are: C([O:8][C:9](=[O:37])[C@@H:10]([NH:29][C:30]([O:32][C:33]([CH3:36])([CH3:35])[CH3:34])=[O:31])[CH2:11][CH2:12][C:13]1[N:17]([CH2:18][CH2:19][CH2:20][CH2:21][CH3:22])[C:16]2[CH:23]=[C:24]([Cl:28])[C:25]([Cl:27])=[CH:26][C:15]=2[N:14]=1)C1C=CC=CC=1.[OH-].[Na+]. (2) Given the product [C:1]([C:5]1[C:9]([CH2:10][CH2:11][CH2:12][O:13][C:22]2[C:27]([O:28][CH3:29])=[CH:26][CH:25]=[CH:24][C:23]=2[CH2:30][C:31]([OH:33])=[O:32])=[CH:8][N:7]([C:14]2[CH:19]=[CH:18][C:17]([Cl:20])=[CH:16][N:15]=2)[N:6]=1)([CH3:4])([CH3:2])[CH3:3], predict the reactants needed to synthesize it. The reactants are: [C:1]([C:5]1[C:9]([CH2:10][CH2:11][CH2:12][OH:13])=[CH:8][N:7]([C:14]2[CH:19]=[CH:18][C:17]([Cl:20])=[CH:16][N:15]=2)[N:6]=1)([CH3:4])([CH3:3])[CH3:2].O[C:22]1[C:27]([O:28][CH3:29])=[CH:26][CH:25]=[CH:24][C:23]=1[CH2:30][C:31]([O:33]C)=[O:32].C(P(CCCC)CCCC)CCC.N(C(N1CCCCC1)=O)=NC(N1CCCCC1)=O. (3) Given the product [F:38][C:39]([F:52])([F:51])[S:40]([O:1][C:2]1[CH:3]=[C:4]([CH2:23][CH2:24][CH2:25][CH2:26][N:27]2[C:35](=[O:36])[C:34]3[C:29](=[CH:30][CH:31]=[CH:32][CH:33]=3)[C:28]2=[O:37])[CH:5]=[C:6]([CH2:8][CH2:9][CH2:10][CH2:11][N:12]2[C:20](=[O:21])[C:19]3[C:14](=[CH:15][CH:16]=[CH:17][CH:18]=3)[C:13]2=[O:22])[CH:7]=1)(=[O:42])=[O:41], predict the reactants needed to synthesize it. The reactants are: [OH:1][C:2]1[CH:3]=[C:4]([CH2:23][CH2:24][CH2:25][CH2:26][N:27]2[C:35](=[O:36])[C:34]3[C:29](=[CH:30][CH:31]=[CH:32][CH:33]=3)[C:28]2=[O:37])[CH:5]=[C:6]([CH2:8][CH2:9][CH2:10][CH2:11][N:12]2[C:20](=[O:21])[C:19]3[C:14](=[CH:15][CH:16]=[CH:17][CH:18]=3)[C:13]2=[O:22])[CH:7]=1.[F:38][C:39]([F:52])([F:51])[S:40](O[S:40]([C:39]([F:52])([F:51])[F:38])(=[O:42])=[O:41])(=[O:42])=[O:41].O.C(OCC)C. (4) Given the product [CH2:1]([O:3][C:4](=[O:14])[C:5]1[CH:6]=[C:7]([CH3:15])[N:8]=[C:9]([O:11][CH3:12])[CH:10]=1)[CH3:2], predict the reactants needed to synthesize it. The reactants are: [CH2:1]([O:3][C:4](=[O:14])[C:5]1[CH:10]=[C:9]([O:11][CH3:12])[N:8]=[C:7](Cl)[CH:6]=1)[CH3:2].[C:15]1(C)C=CC=CC=1. (5) Given the product [Cl:8][C:6]1[N:7]=[C:2]([N:22]2[CH:26]=[CH:25][CH:24]=[N:23]2)[C:3](=[O:21])[N:4]([CH2:17][CH:18]([CH3:20])[CH3:19])[C:5]=1[C:9]1[CH:14]=[CH:13][C:12]([F:15])=[CH:11][C:10]=1[Cl:16], predict the reactants needed to synthesize it. The reactants are: Cl[C:2]1[C:3](=[O:21])[N:4]([CH2:17][CH:18]([CH3:20])[CH3:19])[C:5]([C:9]2[CH:14]=[CH:13][C:12]([F:15])=[CH:11][C:10]=2[Cl:16])=[C:6]([Cl:8])[N:7]=1.[NH:22]1[CH:26]=[CH:25][CH:24]=[N:23]1.C(=O)([O-])[O-].[K+].[K+]. (6) Given the product [OH:6][NH:5][C:3](=[O:4])[C@:2]([CH3:1])([S:30]([CH3:33])(=[O:32])=[O:31])[CH2:13][CH2:14][N:15]1[CH:19]=[C:18]([C:20]2[CH:29]=[N:28][C:27]3[C:22](=[CH:23][CH:24]=[CH:25][CH:26]=3)[N:21]=2)[CH:17]=[N:16]1, predict the reactants needed to synthesize it. The reactants are: [CH3:1][C@@:2]([S:30]([CH3:33])(=[O:32])=[O:31])([CH2:13][CH2:14][N:15]1[CH:19]=[C:18]([C:20]2[CH:29]=[N:28][C:27]3[C:22](=[CH:23][CH:24]=[CH:25][CH:26]=3)[N:21]=2)[CH:17]=[N:16]1)[C:3]([NH:5][O:6]C1CCCCO1)=[O:4].Cl. (7) Given the product [Br-:1].[CH2:8]([O:7][C:5](=[O:6])[CH2:4][CH2:3][CH2:2][P+:16]([C:17]1[CH:18]=[CH:19][CH:20]=[CH:21][CH:22]=1)([C:23]1[CH:28]=[CH:27][CH:26]=[CH:25][CH:24]=1)[C:10]1[CH:11]=[CH:12][CH:13]=[CH:14][CH:15]=1)[CH3:9], predict the reactants needed to synthesize it. The reactants are: [Br:1][CH2:2][CH2:3][CH2:4][C:5]([O:7][CH2:8][CH3:9])=[O:6].[C:10]1([P:16]([C:23]2[CH:28]=[CH:27][CH:26]=[CH:25][CH:24]=2)[C:17]2[CH:22]=[CH:21][CH:20]=[CH:19][CH:18]=2)[CH:15]=[CH:14][CH:13]=[CH:12][CH:11]=1.